Dataset: Full USPTO retrosynthesis dataset with 1.9M reactions from patents (1976-2016). Task: Predict the reactants needed to synthesize the given product. (1) Given the product [CH3:20][S:17]([C:14]1[CH:15]=[CH:16][C:10]2[N:9]=[C:8]([C:5]3[CH:6]=[CH:7][C:2]([C:23]4[CH:24]=[CH:25][S:21][CH:22]=4)=[CH:3][CH:4]=3)[NH:12][C:11]=2[CH:13]=1)(=[O:19])=[O:18], predict the reactants needed to synthesize it. The reactants are: Br[C:2]1[CH:7]=[CH:6][C:5]([C:8]2[NH:12][C:11]3[CH:13]=[C:14]([S:17]([CH3:20])(=[O:19])=[O:18])[CH:15]=[CH:16][C:10]=3[N:9]=2)=[CH:4][CH:3]=1.[S:21]1[CH:25]=[CH:24][C:23](B(O)O)=[CH:22]1. (2) Given the product [OH:36][N:7]1[C:2]([CH3:12])([CH3:1])[CH2:3][CH:4]([O:11][C:16]([CH:13]2[CH2:15][CH2:14]2)=[O:17])[CH2:5][C:6]1([CH3:10])[CH3:9], predict the reactants needed to synthesize it. The reactants are: [CH3:1][C:2]1([CH3:12])[N:7]([O])[C:6]([CH3:10])([CH3:9])[CH2:5][CH:4]([OH:11])[CH2:3]1.[CH:13]1([C:16](O)=[O:17])[CH2:15][CH2:14]1.C1CCC(N=C=NC2CCCCC2)CC1.C(OCC)(=[O:36])C. (3) Given the product [CH3:1][C:2]1[CH:7]=[C:6]([CH3:8])[CH:5]=[C:4]([CH3:9])[C:3]=1[NH:10][C:11]1[CH:16]=[CH:15][N:14]=[C:13]([NH:17][C:18]2[CH:25]=[CH:24][C:21]([C:22]([NH2:23])=[O:27])=[CH:20][CH:19]=2)[N:12]=1, predict the reactants needed to synthesize it. The reactants are: [CH3:1][C:2]1[CH:7]=[C:6]([CH3:8])[CH:5]=[C:4]([CH3:9])[C:3]=1[NH:10][C:11]1[CH:16]=[CH:15][N:14]=[C:13]([NH:17][C:18]2[CH:25]=[CH:24][C:21]([C:22]#[N:23])=[CH:20][CH:19]=2)[N:12]=1.C[OH:27]. (4) Given the product [C:11]([O:7][C:6](=[O:8])[C:5]1[CH:9]=[CH:10][C:2]([Br:1])=[CH:3][CH:4]=1)([CH3:14])([CH3:13])[CH3:12], predict the reactants needed to synthesize it. The reactants are: [Br:1][C:2]1[CH:10]=[CH:9][C:5]([C:6]([OH:8])=[O:7])=[CH:4][CH:3]=1.[C:11](Br)([CH3:14])([CH3:13])[CH3:12]. (5) Given the product [CH3:18][C:14]1([CH3:19])[CH2:15][C:16](=[O:17])[N:11]([C:8]2[CH:9]=[CH:10][C:5]([O:4][C:2]([N:31]3[CH2:30][CH2:29][N:28]([CH2:27][C:26]4[CH:34]=[CH:35][C:23]([O:22][CH3:21])=[CH:24][CH:25]=4)[CH2:33][CH2:32]3)=[O:3])=[CH:6][CH:7]=2)[C:12](=[O:20])[CH2:13]1, predict the reactants needed to synthesize it. The reactants are: Cl[C:2]([O:4][C:5]1[CH:10]=[CH:9][C:8]([N:11]2[C:16](=[O:17])[CH2:15][C:14]([CH3:19])([CH3:18])[CH2:13][C:12]2=[O:20])=[CH:7][CH:6]=1)=[O:3].[CH3:21][O:22][C:23]1[CH:35]=[CH:34][C:26]([CH2:27][N:28]2[CH2:33][CH2:32][NH:31][CH2:30][CH2:29]2)=[CH:25][CH:24]=1. (6) Given the product [CH3:1][C:2]1[CH:44]=[CH:43][C:5]([O:6][C@@H:7]([CH2:17][C:18]2[CH:19]=[CH:20][C:21]([O:24][CH2:25][CH2:26][O:27][N:28]=[C:29]([C:31]3[CH:36]=[CH:35][C:34]([C:37]4[CH:42]=[CH:41][CH:40]=[CH:39][N:38]=4)=[CH:33][CH:32]=3)[CH3:30])=[CH:22][CH:23]=2)[C:8]([OH:10])=[O:9])=[CH:4][CH:3]=1, predict the reactants needed to synthesize it. The reactants are: [CH3:1][C:2]1[CH:44]=[CH:43][C:5]([O:6][C@@H:7]([CH2:17][C:18]2[CH:23]=[CH:22][C:21]([O:24][CH2:25][CH2:26][O:27][N:28]=[C:29]([C:31]3[CH:36]=[CH:35][C:34]([C:37]4[CH:42]=[CH:41][CH:40]=[CH:39][N:38]=4)=[CH:33][CH:32]=3)[CH3:30])=[CH:20][CH:19]=2)[C:8]([O:10]CC[Si](C)(C)C)=[O:9])=[CH:4][CH:3]=1.[F-].C([N+](CCCC)(CCCC)CCCC)CCC.